Task: Predict the product of the given reaction.. Dataset: Forward reaction prediction with 1.9M reactions from USPTO patents (1976-2016) (1) Given the reactants C([O:3][C:4]([C:6]1([C:9]2[CH:14]=[CH:13][C:12]([C:15]3[CH:20]=[CH:19][C:18]([C:21]4[S:22][C:23]([Cl:40])=[CH:24][C:25]=4[NH:26][C:27]([O:29][C@@H:30]([C:32]4[CH:37]=[CH:36][C:35]([F:38])=[CH:34][C:33]=4[Cl:39])[CH3:31])=[O:28])=[CH:17][C:16]=3[O:41][CH3:42])=[CH:11][CH:10]=2)[CH2:8][CH2:7]1)=[O:5])C.[OH-].[Na+].Cl, predict the reaction product. The product is: [Cl:40][C:23]1[S:22][C:21]([C:18]2[CH:19]=[CH:20][C:15]([C:12]3[CH:13]=[CH:14][C:9]([C:6]4([C:4]([OH:5])=[O:3])[CH2:8][CH2:7]4)=[CH:10][CH:11]=3)=[C:16]([O:41][CH3:42])[CH:17]=2)=[C:25]([NH:26][C:27]([O:29][C@@H:30]([C:32]2[CH:37]=[CH:36][C:35]([F:38])=[CH:34][C:33]=2[Cl:39])[CH3:31])=[O:28])[CH:24]=1. (2) Given the reactants [CH3:1][O:2][C:3]1[CH:4]=[C:5]([CH:32]=[CH:33][C:34]=1[O:35][CH3:36])[CH2:6][CH:7]1[C:13]2[CH:14]=[C:15]([O:20][CH3:21])[C:16]([O:18][CH3:19])=[CH:17][C:12]=2[CH2:11][CH2:10][CH2:9][N:8]1[CH:22]([C:26]1[CH:31]=[CH:30][CH:29]=[CH:28][CH:27]=1)[C:23]([OH:25])=O.O.Cl.Cl.[NH2:40][CH2:41][C:42]1[NH:43][C:44]2[CH:50]=[CH:49][CH:48]=[CH:47][C:45]=2[N:46]=1, predict the reaction product. The product is: [NH:43]1[C:44]2[CH:50]=[CH:49][CH:48]=[CH:47][C:45]=2[N:46]=[C:42]1[CH2:41][NH:40][C:23](=[O:25])[CH:22]([N:8]1[CH2:9][CH2:10][CH2:11][C:12]2[CH:17]=[C:16]([O:18][CH3:19])[C:15]([O:20][CH3:21])=[CH:14][C:13]=2[CH:7]1[CH2:6][C:5]1[CH:32]=[CH:33][C:34]([O:35][CH3:36])=[C:3]([O:2][CH3:1])[CH:4]=1)[C:26]1[CH:27]=[CH:28][CH:29]=[CH:30][CH:31]=1. (3) Given the reactants N([O-])=O.[Na+].N[C:6]1[N:11]=[C:10]([NH:12][S:13]([C:16]2[CH:21]=[CH:20][CH:19]=[C:18]([Cl:22])[C:17]=2[Cl:23])(=[O:15])=[O:14])[C:9]([O:24][CH3:25])=[N:8][C:7]=1[F:26].[BrH:27], predict the reaction product. The product is: [Br:27][C:6]1[N:11]=[C:10]([NH:12][S:13]([C:16]2[CH:21]=[CH:20][CH:19]=[C:18]([Cl:22])[C:17]=2[Cl:23])(=[O:15])=[O:14])[C:9]([O:24][CH3:25])=[N:8][C:7]=1[F:26]. (4) The product is: [ClH:1].[NH:10]([C:5]1[CH:6]=[CH:7][C:8]2[NH:9][C:20]([CH2:19][C:18]([O:17][CH2:15][CH3:16])=[O:25])=[N:2][C:3]=2[CH:4]=1)[C:11]([NH2:13])=[NH:12]. Given the reactants [ClH:1].[NH2:2][C:3]1[CH:4]=[C:5]([NH:10][C:11]([NH2:13])=[NH:12])[CH:6]=[CH:7][C:8]=1[NH2:9].Cl.[CH2:15]([O:17][C:18](=[O:25])[CH2:19][C:20](OCC)=N)[CH3:16], predict the reaction product. (5) Given the reactants [CH2:1]([N:8]([CH3:12])[CH2:9][CH2:10]O)[C:2]1[CH:7]=[CH:6][CH:5]=[CH:4][CH:3]=1.C(N(CC)CC)C.CS(Cl)(=O)=O.[CH:25]12[CH2:34][CH:29]3[CH2:30][CH:31]([CH2:33][CH:27]([CH2:28]3)[CH:26]1[NH:35][C:36](=[O:42])[C@H:37]1[CH2:41][CH2:40][CH2:39][NH:38]1)[CH2:32]2, predict the reaction product. The product is: [CH:27]12[CH2:28][CH:29]3[CH2:30][CH:31]([CH2:32][CH:25]([CH2:34]3)[CH:26]1[NH:35][C:36]([CH:37]1[CH2:41][CH2:40][CH2:39][N:38]1[CH2:10][CH2:9][N:8]([CH2:1][C:2]1[CH:7]=[CH:6][CH:5]=[CH:4][CH:3]=1)[CH3:12])=[O:42])[CH2:33]2. (6) Given the reactants FC(F)(F)C(O)=O.C([O:12][C:13]([N:15]1[CH2:21][CH2:20][CH2:19][CH:18]([N:22]2[CH2:26][CH:25]([CH2:27][O:28][C:29]3[CH:34]=[CH:33][C:32]([C:35]#[N:36])=[CH:31][N:30]=3)[C:24]([CH3:38])([CH3:37])[C:23]2=[O:39])[CH2:17][CH2:16]1)=O)(C)(C)C.ClC(Cl)(OC(=O)OC(Cl)(Cl)Cl)Cl.[NH4+:52].[OH-], predict the reaction product. The product is: [C:35]([C:32]1[CH:33]=[CH:34][C:29]([O:28][CH2:27][CH:25]2[CH2:26][N:22]([CH:18]3[CH2:19][CH2:20][CH2:21][N:15]([C:13]([NH2:52])=[O:12])[CH2:16][CH2:17]3)[C:23](=[O:39])[C:24]2([CH3:38])[CH3:37])=[N:30][CH:31]=1)#[N:36].